From a dataset of Full USPTO retrosynthesis dataset with 1.9M reactions from patents (1976-2016). Predict the reactants needed to synthesize the given product. Given the product [C:22]([NH:26][C:27]([NH:2][CH2:3][C:4]1[CH:5]=[C:6]2[C:10](=[CH:11][CH:12]=1)[C:9](=[O:13])[N:8]([CH:14]1[CH2:19][CH2:18][C:17](=[O:20])[NH:16][C:15]1=[O:21])[CH2:7]2)=[O:28])([CH3:25])([CH3:24])[CH3:23], predict the reactants needed to synthesize it. The reactants are: Cl.[NH2:2][CH2:3][C:4]1[CH:5]=[C:6]2[C:10](=[CH:11][CH:12]=1)[C:9](=[O:13])[N:8]([CH:14]1[CH2:19][CH2:18][C:17](=[O:20])[NH:16][C:15]1=[O:21])[CH2:7]2.[C:22]([N:26]=[C:27]=[O:28])([CH3:25])([CH3:24])[CH3:23].C(N(CC)CC)C.O.